This data is from Catalyst prediction with 721,799 reactions and 888 catalyst types from USPTO. The task is: Predict which catalyst facilitates the given reaction. (1) Reactant: [Cl:1][C:2]1[CH:3]=[CH:4][C:5]([NH:8][C:9]([C:11]2[CH:16]=[C:15]([Cl:17])[CH:14]=[CH:13][C:12]=2[NH:18][C:19]([C:21]2[CH:26]=[CH:25][C:24]([S:27]([CH3:33])(=[N:29][CH2:30][CH2:31]O)=[O:28])=[CH:23][CH:22]=2)=[O:20])=[O:10])=[N:6][CH:7]=1.C1(P(C2C=CC=CC=2)C2C=CC=CC=2)C=CC=CC=1.C(Br)(Br)(Br)[Br:54]. Product: [Cl:1][C:2]1[CH:3]=[CH:4][C:5]([NH:8][C:9]([C:11]2[CH:16]=[C:15]([Cl:17])[CH:14]=[CH:13][C:12]=2[NH:18][C:19]([C:21]2[CH:26]=[CH:25][C:24]([S:27]([CH3:33])(=[N:29][CH2:30][CH2:31][Br:54])=[O:28])=[CH:23][CH:22]=2)=[O:20])=[O:10])=[N:6][CH:7]=1. The catalyst class is: 2. (2) Reactant: [NH:1]([C:20]([O:22]C(C)(C)C)=O)[C@H:2]([C:6]([NH:8][CH2:9][C:10]([O:12][CH2:13][C:14]1[CH:19]=[CH:18][CH:17]=[CH:16][CH:15]=1)=[O:11])=[O:7])[CH:3]([CH3:5])[CH3:4].Cl.O1CCOCC1.N[C@H](C(NCC(OCC1C=CC=CC=1)=O)=O)C(C)C.Cl.[NH:54]([C:71]([O:73][CH2:74][C:75]1[CH:80]=[CH:79][CH:78]=[CH:77][CH:76]=1)=[O:72])[C@H:55]([C:61]([O:63][CH2:64][C:65]1[CH:70]=[CH:69][CH:68]=[CH:67][CH:66]=1)=[O:62])[CH2:56][CH2:57]C(=O)O.C(N(CC)CC)C.C1C=CC2N(O)N=NC=2C=1.CCN=C=NCCCN(C)C.Cl. Product: [NH:54]([C:71]([O:73][CH2:74][C:75]1[CH:76]=[CH:77][CH:78]=[CH:79][CH:80]=1)=[O:72])[C@H:55]([C:61]([O:63][CH2:64][C:65]1[CH:70]=[CH:69][CH:68]=[CH:67][CH:66]=1)=[O:62])[CH2:56][CH2:57][C:20]([NH:1][C@H:2]([C:6]([NH:8][CH2:9][C:10]([O:12][CH2:13][C:14]1[CH:15]=[CH:16][CH:17]=[CH:18][CH:19]=1)=[O:11])=[O:7])[CH:3]([CH3:4])[CH3:5])=[O:22]. The catalyst class is: 2.